This data is from CYP1A2 inhibition data for predicting drug metabolism from PubChem BioAssay. The task is: Regression/Classification. Given a drug SMILES string, predict its absorption, distribution, metabolism, or excretion properties. Task type varies by dataset: regression for continuous measurements (e.g., permeability, clearance, half-life) or binary classification for categorical outcomes (e.g., BBB penetration, CYP inhibition). Dataset: cyp1a2_veith. (1) The drug is COc1cccc(Nc2ncc3ncc(=O)n(C4CC4)c3n2)c1. The result is 1 (inhibitor). (2) The molecule is CN(N=O)C(=O)N[C@@H]1[C@@H](O)O[C@@H](CO)[C@@H](O)[C@@H]1O. The result is 0 (non-inhibitor). (3) The compound is COC(=O)c1cc2c(ccn2-c2ccc(F)cc2)n1CC(C)C. The result is 1 (inhibitor). (4) The compound is CC(C)=N[C@H](C(=O)O)C(C)(C)S. The result is 0 (non-inhibitor). (5) The drug is CCOC(=O)CC1=C(C(=O)OCC)C2(C(=O)N1CC(=O)OC)C(C#N)=C(N)Oc1ccccc12. The result is 0 (non-inhibitor). (6) The molecule is CN(C)/C(CN1CCN(C=O)CC1)=C1\N=C(c2ccccc2)OC1=O. The result is 1 (inhibitor). (7) The compound is COCCCNC(=S)NC1CC2CCCC(C1)N2Cc1cccs1. The result is 0 (non-inhibitor). (8) The compound is COc1ccc2[nH]cc(CCNc3ncncc3-c3cccc(C#N)c3)c2c1. The result is 1 (inhibitor). (9) The drug is COc1ccc(/C=C/C(=O)Nc2cc(C(F)(F)F)ccc2Cl)cc1. The result is 1 (inhibitor).